This data is from Forward reaction prediction with 1.9M reactions from USPTO patents (1976-2016). The task is: Predict the product of the given reaction. (1) Given the reactants [CH3:1][CH:2]([CH2:6][C:7]([CH3:10])([CH3:9])[CH3:8])[CH2:3]C=O.[Cl-].[NH4+:12].[CH2:13](OCC)C.[C-:18]#[N:19].[Na+], predict the reaction product. The product is: [C:13]([CH:18]([NH2:19])[CH2:1][CH:2]([CH3:3])[CH2:6][C:7]([CH3:10])([CH3:9])[CH3:8])#[N:12]. (2) Given the reactants [CH2:1]([O:8][C:9]1[N:10]=[N:11][C:12](Cl)=[CH:13][C:14]=1[O:15][CH2:16][C:17]1[CH:22]=[CH:21][CH:20]=[CH:19][CH:18]=1)[C:2]1[CH:7]=[CH:6][CH:5]=[CH:4][CH:3]=1.[CH2:24]1CCN2[C:27](=NCCC2)[CH2:26][CH2:25]1.[CH3:35]N(C=O)C, predict the reaction product. The product is: [CH2:1]([O:8][C:9]1[N:10]=[N:11][C:12]([C:27]#[C:26][CH:25]([CH3:24])[CH3:35])=[CH:13][C:14]=1[O:15][CH2:16][C:17]1[CH:22]=[CH:21][CH:20]=[CH:19][CH:18]=1)[C:2]1[CH:7]=[CH:6][CH:5]=[CH:4][CH:3]=1. (3) Given the reactants [C:1](#[N:8])[C:2]1[CH:7]=[CH:6][CH:5]=[CH:4][CH:3]=1.[NH2:9][OH:10], predict the reaction product. The product is: [OH:10][N:9]=[C:1]([NH2:8])[C:2]1[CH:7]=[CH:6][CH:5]=[CH:4][CH:3]=1. (4) Given the reactants [Se:1]1[CH:5]=[CH:4][CH:3]=[CH:2]1.CN(CCN(C)C)C.[Li]CCCC.[CH3:19][Sn:20](Cl)([CH3:22])[CH3:21], predict the reaction product. The product is: [CH3:19][Sn:20]([CH3:22])([CH3:21])[C:2]1[Se:1][C:5]([Sn:20]([CH3:22])([CH3:21])[CH3:19])=[CH:4][CH:3]=1. (5) Given the reactants [Cl:1][C:2]1[CH:7]=[CH:6][C:5]([S:8]([NH:11][C@@H:12]([C:20]2[C:24]([C:25]#[CH:26])=[C:23]([CH3:27])[O:22][N:21]=2)[CH2:13][C:14]2[CH:19]=[CH:18][CH:17]=[CH:16][CH:15]=2)(=[O:10])=[O:9])=[CH:4][CH:3]=1, predict the reaction product. The product is: [Cl:1][C:2]1[CH:7]=[CH:6][C:5]([S:8]([NH:11][C@@H:12]([C:20]2[C:24]([CH2:25][CH3:26])=[C:23]([CH3:27])[O:22][N:21]=2)[CH2:13][C:14]2[CH:19]=[CH:18][CH:17]=[CH:16][CH:15]=2)(=[O:9])=[O:10])=[CH:4][CH:3]=1.